Dataset: Forward reaction prediction with 1.9M reactions from USPTO patents (1976-2016). Task: Predict the product of the given reaction. Given the reactants [NH2:1][C:2]1[NH:3][C:4](=[S:16])[C:5]([C:14]#[N:15])=[C:6]([C:8]2[CH:13]=[CH:12][CH:11]=[CH:10][CH:9]=2)[N:7]=1.[CH2:17](Br)[CH2:18][C:19]1[CH:24]=[CH:23][CH:22]=[CH:21][CH:20]=1.CC[O-].[Na+], predict the reaction product. The product is: [NH2:1][C:2]1[N:3]=[C:4]([S:16][CH2:17][CH2:18][C:19]2[CH:24]=[CH:23][CH:22]=[CH:21][CH:20]=2)[C:5]([C:14]#[N:15])=[C:6]([C:8]2[CH:13]=[CH:12][CH:11]=[CH:10][CH:9]=2)[N:7]=1.